This data is from Full USPTO retrosynthesis dataset with 1.9M reactions from patents (1976-2016). The task is: Predict the reactants needed to synthesize the given product. Given the product [C:1]([C:5]1[N:6]=[CH:7][C:8]2[N:9]=[CH:10][N:11]=[C:12]([Cl:18])[C:13]=2[N:14]=1)([CH3:4])([CH3:3])[CH3:2], predict the reactants needed to synthesize it. The reactants are: [C:1]([C:5]1[N:6]=[CH:7][C:8]2[N:9]=[CH:10][N:11]=[C:12](O)[C:13]=2[N:14]=1)([CH3:4])([CH3:3])[CH3:2].P(Cl)(Cl)([Cl:18])=O.